This data is from Forward reaction prediction with 1.9M reactions from USPTO patents (1976-2016). The task is: Predict the product of the given reaction. (1) Given the reactants [C:1](Cl)(=[O:4])[CH:2]=[CH2:3].[CH3:6][O:7][C:8]1[CH:13]=[C:12]([N:14]2[CH2:19][CH2:18][N:17]([CH3:20])[CH2:16][CH2:15]2)[C:11]([NH2:21])=[CH:10][C:9]=1[NH:22][C:23]1[N:28]=[C:27]([C:29]2[C:37]3[C:32](=[CH:33][CH:34]=[CH:35][CH:36]=3)[N:31]([CH3:38])[CH:30]=2)[C:26]([CH3:39])=[CH:25][N:24]=1.CCN(C(C)C)C(C)C, predict the reaction product. The product is: [CH3:6][O:7][C:8]1[C:9]([NH:22][C:23]2[N:28]=[C:27]([C:29]3[C:37]4[C:32](=[CH:33][CH:34]=[CH:35][CH:36]=4)[N:31]([CH3:38])[CH:30]=3)[C:26]([CH3:39])=[CH:25][N:24]=2)=[CH:10][C:11]([NH:21][C:1](=[O:4])[CH:2]=[CH2:3])=[C:12]([N:14]2[CH2:19][CH2:18][N:17]([CH3:20])[CH2:16][CH2:15]2)[CH:13]=1. (2) Given the reactants [CH3:1][C:2]([CH3:13])([C:8]([O:10]CC)=[O:9])[C:3]([O:5][CH2:6][CH3:7])=[O:4].[OH-].[K+].CCOC(C)=O.Cl, predict the reaction product. The product is: [CH2:6]([O:5][C:3](=[O:4])[C:2]([CH3:13])([CH3:1])[C:8]([OH:10])=[O:9])[CH3:7]. (3) Given the reactants [NH2:1][C:2]1[CH:3]=[C:4]2[C:8](=[CH:9][CH:10]=1)[CH2:7][CH2:6][CH2:5]2.[N:11]1(S(O)(=O)=O)[CH2:15][CH2:14][N:13]=[CH:12]1, predict the reaction product. The product is: [CH2:7]1[C:8]2[C:4](=[CH:3][C:2]([NH:1][C:12]3[NH:13][CH2:14][CH2:15][N:11]=3)=[CH:10][CH:9]=2)[CH2:5][CH2:6]1. (4) Given the reactants CO[C:3](=[O:14])[C:4]1[CH:9]=[CH:8][C:7]([C:10]#[N:11])=[CH:6][C:5]=1[CH2:12]Br.[CH2:15]([NH2:24])[C:16]1[CH:23]=[CH:22][C:19]([O:20][CH3:21])=[CH:18][CH:17]=1, predict the reaction product. The product is: [CH3:21][O:20][C:19]1[CH:22]=[CH:23][C:16]([CH2:15][N:24]2[CH2:12][C:5]3[C:4](=[CH:9][CH:8]=[C:7]([C:10]#[N:11])[CH:6]=3)[C:3]2=[O:14])=[CH:17][CH:18]=1. (5) The product is: [CH3:26][C:27]1[N:10]2[C:9](=[O:22])[N:8]([CH:5]3[CH2:4][CH2:3][NH:35][CH2:7][CH2:6]3)[CH2:12][C:11]2=[CH:15][N:29]=1. Given the reactants ClC1[CH:7]=[CH:6][C:5]([NH:8][C:9](=[O:22])[NH:10][CH:11]([CH2:15]C2C=CC=CC=2)[C:12](O)=O)=[CH:4][CH:3]=1.C1C=C[C:26]2N(O)N=[N:29][C:27]=2C=1.CC[N:35]=C=NCCCN(C)C.CN1CCOCC1, predict the reaction product. (6) Given the reactants [CH2:1]([NH2:8])[C:2]1[CH:7]=[CH:6][CH:5]=[CH:4][CH:3]=1.[CH:9]([C:11]1[C:12]([CH3:36])=[C:13]2[C:18]([NH:19][C:20]3[CH:25]=[CH:24][C:23]([O:26][C:27]4[CH:32]=[CH:31][CH:30]=[CH:29][CH:28]=4)=[CH:22][CH:21]=3)=[C:17]([C:33]#[N:34])[CH:16]=[N:15][N:14]2[CH:35]=1)=O.[BH-](OC(C)=O)(OC(C)=O)OC(C)=O.[Na+], predict the reaction product. The product is: [CH2:1]([NH:8][CH2:9][C:11]1[C:12]([CH3:36])=[C:13]2[C:18]([NH:19][C:20]3[CH:21]=[CH:22][C:23]([O:26][C:27]4[CH:32]=[CH:31][CH:30]=[CH:29][CH:28]=4)=[CH:24][CH:25]=3)=[C:17]([C:33]#[N:34])[CH:16]=[N:15][N:14]2[CH:35]=1)[C:2]1[CH:7]=[CH:6][CH:5]=[CH:4][CH:3]=1.